This data is from Reaction yield outcomes from USPTO patents with 853,638 reactions. The task is: Predict the reaction yield, written as a fraction of the theoretical maximum amount of product (1.0 means a 100% yield; for example, 0.34 means a 34% yield). (1) The reactants are [F:1][C:2]([F:28])([F:27])[C:3]1[N:8]=[CH:7][C:6]([C@H:9]([NH:12][C:13]([C:15]2[CH:16]=[C:17]([C:24](O)=[O:25])[N:18]3[CH2:23][CH2:22][O:21][CH2:20][C:19]=23)=[O:14])[CH2:10][CH3:11])=[CH:5][CH:4]=1.ON1C2C=CC=CC=2N=N1.Cl.C(N=C=NCCCN(C)C)C.[F:51][C:52]([F:59])([F:58])[C@H:53]1[CH2:57][CH2:56][CH2:55][NH:54]1.C(N(CC)CC)C. The catalyst is CN(C)C=O.O. The product is [F:28][C:2]([F:27])([F:1])[C:3]1[N:8]=[CH:7][C:6]([C@H:9]([NH:12][C:13]([C:15]2[CH:16]=[C:17]([C:24]([N:54]3[CH2:55][CH2:56][CH2:57][C@@H:53]3[C:52]([F:59])([F:58])[F:51])=[O:25])[N:18]3[CH2:23][CH2:22][O:21][CH2:20][C:19]=23)=[O:14])[CH2:10][CH3:11])=[CH:5][CH:4]=1. The yield is 0.680. (2) The reactants are Br[C:2]1[C:7]2[S:8][CH:9]=[CH:10][C:6]=2[CH:5]=[CH:4][CH:3]=1.[CH3:11][C:12]1[C:17](B(O)O)=[CH:16][N:15]=[CH:14][N:13]=1.O1CCOCC1.[O-]P([O-])([O-])=O.[K+].[K+].[K+]. The catalyst is C(Cl)Cl.C1C=CC(P(C2C=CC=CC=2)[C-]2C=CC=C2)=CC=1.C1C=CC(P(C2C=CC=CC=2)[C-]2C=CC=C2)=CC=1.Cl[Pd]Cl.[Fe+2].C(Cl)Cl.O. The product is [S:8]1[CH:9]=[CH:10][C:6]2[CH:5]=[CH:4][CH:3]=[C:2]([C:17]3[C:12]([CH3:11])=[N:13][CH:14]=[N:15][CH:16]=3)[C:7]1=2. The yield is 0.300. (3) The reactants are S(O[C:9]1[CH:14]=[C:13]([C:15]([F:18])([F:17])[F:16])[CH:12]=[CH:11][C:10]=1[Cl:19])(C(F)(F)F)(=O)=O.C1C=CC(P(C2C=CC=CC=2)CCCP(C2C=CC=CC=2)C2C=CC=CC=2)=CC=1.C(N(CC)CC)C.[C]=[O:57].C([O:60][CH2:61]C)C. The catalyst is [OH-].[Na+].CC([O-])=O.CC([O-])=O.[Pd+2].O.C(#N)C. The product is [Cl:19][C:10]1[CH:11]=[CH:12][C:13]([C:15]([F:18])([F:17])[F:16])=[CH:14][C:9]=1[C:61]([OH:60])=[O:57]. The yield is 0.350. (4) The reactants are [NH2:1][C:2]1[C:3]([CH3:28])=[N:4][C:5]([O:9][CH2:10][C:11]([N:13]([CH:15]2[CH2:20][CH2:19][N:18]([CH2:21][C:22]3[CH:27]=[CH:26][CH:25]=[CH:24][CH:23]=3)[CH2:17][CH2:16]2)[CH3:14])=[O:12])=[N:6][C:7]=1[CH3:8].[CH3:29][S:30]([OH:33])(=[O:32])=[O:31]. The catalyst is CO. The product is [CH3:29][S:30]([OH:33])(=[O:32])=[O:31].[NH2:1][C:2]1[C:7]([CH3:8])=[N:6][C:5]([O:9][CH2:10][C:11]([N:13]([CH:15]2[CH2:20][CH2:19][N:18]([CH2:21][C:22]3[CH:23]=[CH:24][CH:25]=[CH:26][CH:27]=3)[CH2:17][CH2:16]2)[CH3:14])=[O:12])=[N:4][C:3]=1[CH3:28]. The yield is 0.920.